This data is from Reaction yield outcomes from USPTO patents with 853,638 reactions. The task is: Predict the reaction yield, written as a fraction of the theoretical maximum amount of product (1.0 means a 100% yield; for example, 0.34 means a 34% yield). (1) The reactants are [CH3:1][O:2][C:3](=[O:17])[C:4]1[CH:9]=[C:8]([CH2:10]OS(C)(=O)=O)[CH:7]=[C:6]([F:16])[CH:5]=1.[C-:18]#[N:19].[Na+].C1OCCOCCOCCOCCOCCOC1. The catalyst is CC#N. The product is [CH3:1][O:2][C:3](=[O:17])[C:4]1[CH:5]=[C:6]([F:16])[CH:7]=[C:8]([CH2:10][C:18]#[N:19])[CH:9]=1. The yield is 0.817. (2) The reactants are [O:1]1[C:9]2[C:4](=[N:5][CH:6]=[CH:7][CH:8]=2)[NH:3][C:2]1=[O:10].[Br:11]N1C(=O)CCC1=O. The catalyst is C(#N)C.C(O)(=O)C. The product is [Br:11][C:7]1[CH:8]=[C:9]2[O:1][C:2](=[O:10])[NH:3][C:4]2=[N:5][CH:6]=1. The yield is 0.550. (3) The reactants are CN(C)C=O.[Cl:6][C:7]1[N:15]=[C:14]2[C:10]([N:11]=[CH:12][NH:13]2)=[C:9]([N:16]2[CH2:21][CH2:20][O:19][CH2:18][C@@H:17]2[CH3:22])[N:8]=1.I[CH2:24][CH:25]([CH3:27])[CH3:26].C(=O)([O-])[O-].[K+].[K+]. The catalyst is C(OCC)(=O)C. The product is [Cl:6][C:7]1[N:15]=[C:14]2[C:10]([N:11]=[CH:12][N:13]2[CH2:24][CH:25]([CH3:27])[CH3:26])=[C:9]([N:16]2[CH2:21][CH2:20][O:19][CH2:18][C@@H:17]2[CH3:22])[N:8]=1. The yield is 0.850.